Dataset: Full USPTO retrosynthesis dataset with 1.9M reactions from patents (1976-2016). Task: Predict the reactants needed to synthesize the given product. Given the product [Cl:20][C:15]1[N:16]=[C:17]([O:11][C:2]2[CH:3]=[CH:4][C:5]3[C:10](=[CH:9][CH:8]=[CH:7][CH:6]=3)[CH:1]=2)[N:18]=[C:13]([NH2:12])[N:14]=1, predict the reactants needed to synthesize it. The reactants are: [CH:1]1[C:10]2[C:5](=[CH:6][CH:7]=[CH:8][CH:9]=2)[CH:4]=[CH:3][C:2]=1[OH:11].[NH2:12][C:13]1[N:18]=[C:17](Cl)[N:16]=[C:15]([Cl:20])[N:14]=1.C(=O)([O-])[O-].[K+].[K+].